From a dataset of Reaction yield outcomes from USPTO patents with 853,638 reactions. Predict the reaction yield, written as a fraction of the theoretical maximum amount of product (1.0 means a 100% yield; for example, 0.34 means a 34% yield). (1) The reactants are [NH2:1][C:2]1[N:3]([CH3:26])[C:4](=[O:25])[C:5]([C:14]2[CH:19]=[CH:18][C:17]([O:20][CH:21]([F:23])[F:22])=[C:16]([Cl:24])[CH:15]=2)([C:7]2[CH:12]=[CH:11][CH:10]=[C:9]([OH:13])[CH:8]=2)[N:6]=1.C([O-])([O-])=O.[Cs+].[Cs+].[CH2:33](Br)[CH2:34][CH2:35][CH3:36]. The catalyst is CN(C=O)C.O. The product is [NH2:1][C:2]1[N:3]([CH3:26])[C:4](=[O:25])[C:5]([C:7]2[CH:12]=[CH:11][CH:10]=[C:9]([O:13][CH2:33][CH2:34][CH2:35][CH3:36])[CH:8]=2)([C:14]2[CH:19]=[CH:18][C:17]([O:20][CH:21]([F:22])[F:23])=[C:16]([Cl:24])[CH:15]=2)[N:6]=1. The yield is 0.430. (2) The reactants are [N:1]1([C:8](OC(C)(C)C)=O)[CH2:7][CH2:6][CH2:5][NH:4][CH2:3][CH2:2]1.Br[CH2:16][CH:17]=C. The catalyst is ClCCl. The product is [CH2:8]([N:1]1[CH2:7][CH2:6][CH2:5][NH:4][CH2:3][CH2:2]1)[CH:16]=[CH2:17]. The yield is 0.580. (3) The catalyst is O1CCCC1.O. The reactants are [O:1]=[C:2]1[CH2:7][O:6][CH2:5][CH:4]2[CH2:8][CH2:9][CH:10]([C:12]([O:14]C)=[O:13])[CH2:11][N:3]12.O.[OH-].[Li+]. The product is [O:1]=[C:2]1[CH2:7][O:6][CH2:5][C@H:4]2[CH2:8][CH2:9][C@@H:10]([C:12]([OH:14])=[O:13])[CH2:11][N:3]12. The yield is 0.924. (4) The reactants are [Br:1][C:2]1[CH:10]=[CH:9][CH:8]=[C:7]([NH:11][C:12](=O)[CH2:13][Cl:14])[C:3]=1[C:4]([OH:6])=O.[Cl:16][C:17]1[CH:24]=[CH:23][CH:22]=[CH:21][C:18]=1[CH2:19][NH2:20].C(N(CC)CC)C.P(Cl)(Cl)Cl. The catalyst is C1(C)C=CC=CC=1. The product is [Br:1][C:2]1[CH:10]=[CH:9][CH:8]=[C:7]2[C:3]=1[C:4](=[O:6])[N:20]([CH2:19][C:18]1[CH:21]=[CH:22][CH:23]=[CH:24][C:17]=1[Cl:16])[C:12]([CH2:13][Cl:14])=[N:11]2. The yield is 0.590. (5) The product is [Br:1][C:2]1[CH:3]=[C:4]([S:9]([N:12]2[CH2:16][CH2:15][CH2:14][CH2:13]2)(=[O:11])=[O:10])[CH:5]=[CH:6][C:7]=1[O:25][C:19]1[CH:20]=[CH:21][C:22]([F:24])=[CH:23][C:18]=1[F:17]. The yield is 0.820. The reactants are [Br:1][C:2]1[CH:3]=[C:4]([S:9]([N:12]2[CH2:16][CH2:15][CH2:14][CH2:13]2)(=[O:11])=[O:10])[CH:5]=[CH:6][C:7]=1F.[F:17][C:18]1[CH:23]=[C:22]([F:24])[CH:21]=[CH:20][C:19]=1[OH:25].C(=O)([O-])[O-].[Cs+].[Cs+].O. The catalyst is CS(C)=O. (6) The reactants are [CH3:1][C:2]1[C:6]([CH2:7][N:8]2[CH:12]=[C:11]([N:13]3[C:17](=[O:18])[CH2:16][NH:15][C:14]3=[O:19])[CH:10]=[N:9]2)=[C:5]([CH3:20])[O:4][N:3]=1.Br[CH2:22][C:23]1[CH:28]=[CH:27][CH:26]=[CH:25][C:24]=1[O:29][CH3:30]. No catalyst specified. The product is [CH3:1][C:2]1[C:6]([CH2:7][N:8]2[CH:12]=[C:11]([N:13]3[C:17](=[O:18])[CH2:16][N:15]([CH2:22][C:23]4[CH:28]=[CH:27][CH:26]=[CH:25][C:24]=4[O:29][CH3:30])[C:14]3=[O:19])[CH:10]=[N:9]2)=[C:5]([CH3:20])[O:4][N:3]=1. The yield is 0.330. (7) The reactants are C[O:2][C:3](=[O:28])[CH2:4][CH2:5][N:6]([CH2:8][CH2:9][CH2:10][O:11][C:12]1[CH:17]=[CH:16][C:15]([N:18]2[C:26]([Cl:27])=[C:25]3[C:20]([CH:21]=[CH:22][CH:23]=[CH:24]3)=[N:19]2)=[CH:14][CH:13]=1)[CH3:7].[OH-].[Na+]. No catalyst specified. The product is [ClH:27].[Cl:27][C:26]1[N:18]([C:15]2[CH:14]=[CH:13][C:12]([O:11][CH2:10][CH2:9][CH2:8][N:6]([CH3:7])[CH2:5][CH2:4][C:3]([OH:28])=[O:2])=[CH:17][CH:16]=2)[N:19]=[C:20]2[C:25]=1[CH:24]=[CH:23][CH:22]=[CH:21]2. The yield is 0.600. (8) The reactants are [C:1]([OH:8])(=[O:7])/[CH:2]=[CH:3]\[C:4]([OH:6])=[O:5].[CH3:9][N:10]([CH2:12][C@@H:13]1[CH2:18][CH2:17][CH2:16][CH2:15][C@H:14]1[C:19]1[CH:20]=[C:21]([OH:25])[CH:22]=[CH:23][CH:24]=1)[CH3:11]. The catalyst is C(OCC)(=O)C. The product is [C:1]([OH:8])(=[O:7])/[CH:2]=[CH:3]\[C:4]([OH:6])=[O:5].[CH3:11][N:10]([CH2:12][C@@H:13]1[CH2:18][CH2:17][CH2:16][CH2:15][C@H:14]1[C:19]1[CH:20]=[C:21]([OH:25])[CH:22]=[CH:23][CH:24]=1)[CH3:9]. The yield is 0.977.